From a dataset of Reaction yield outcomes from USPTO patents with 853,638 reactions. Predict the reaction yield, written as a fraction of the theoretical maximum amount of product (1.0 means a 100% yield; for example, 0.34 means a 34% yield). The reactants are [N:1]([CH:4]([CH2:10][CH2:11][CH2:12][CH3:13])[CH:5]([OH:9])[C:6]([NH2:8])=[O:7])=[N+]=[N-].[CH3:14][OH:15]. The catalyst is [C].[Pd]. The product is [OH:15][C@H:14]1[CH2:11][CH2:10][CH2:4][CH2:5][C@@H:6]1[NH:8][C:6](=[O:7])[C@@H:5]([OH:9])[C@@H:4]([NH2:1])[CH2:10][CH2:11][CH2:12][CH3:13]. The yield is 0.910.